This data is from Full USPTO retrosynthesis dataset with 1.9M reactions from patents (1976-2016). The task is: Predict the reactants needed to synthesize the given product. (1) Given the product [C:10]([C:5]1[CH:6]=[CH:7][C:2]([C:1]([OH:9])=[O:8])=[CH:3][N:4]=1)([CH3:13])([CH3:12])[CH3:11], predict the reactants needed to synthesize it. The reactants are: [C:1]([OH:9])(=[O:8])[C:2]1[CH:7]=[CH:6][CH:5]=[N:4][CH:3]=1.[C:10](C(O)=O)([CH3:13])([CH3:12])[CH3:11].S(OOS([O-])(=O)=O)([O-])(=O)=O.[NH4+].[NH4+]. (2) Given the product [F:28][CH2:29][C:30]([NH:21][C@@H:19]([CH3:20])[C@H:18]([O:17][C:13]1[CH:12]=[C:11]2[C:16](=[CH:15][CH:14]=1)[N:8]([C:5]1[CH:4]=[CH:3][C:2]([F:1])=[CH:7][CH:6]=1)[N:9]=[CH:10]2)[C:22]1[CH:23]=[CH:24][CH:25]=[CH:26][CH:27]=1)=[O:31], predict the reactants needed to synthesize it. The reactants are: [F:1][C:2]1[CH:7]=[CH:6][C:5]([N:8]2[C:16]3[C:11](=[CH:12][C:13]([O:17][C@@H:18]([C:22]4[CH:27]=[CH:26][CH:25]=[CH:24][CH:23]=4)[C@H:19]([NH2:21])[CH3:20])=[CH:14][CH:15]=3)[CH:10]=[N:9]2)=[CH:4][CH:3]=1.[F:28][CH:29](F)[C:30](Cl)=[O:31]. (3) Given the product [N:1]([C:2]1[CH:7]=[CH:6][N:5]=[CH:4][C:3]=1[N:8]1[CH2:13][CH2:12][CH2:11][C@H:10]([NH:14][C:15](=[O:21])[O:16][C:17]([CH3:18])([CH3:20])[CH3:19])[CH2:9]1)=[C:22]=[S:23], predict the reactants needed to synthesize it. The reactants are: [NH2:1][C:2]1[CH:7]=[CH:6][N:5]=[CH:4][C:3]=1[N:8]1[CH2:13][CH2:12][CH2:11][C@H:10]([NH:14][C:15](=[O:21])[O:16][C:17]([CH3:20])([CH3:19])[CH3:18])[CH2:9]1.[C:22](N1C=CN=C1)(N1C=CN=C1)=[S:23]. (4) Given the product [C:7]([C:9]1[C:10]([N:21]2[CH2:22][C:23]([CH3:25])([C:26]([OH:28])=[O:27])[CH2:24]2)=[N:11][CH:12]=[C:32]([C:33]([O:34][CH2:35][CH3:31])=[O:3])[C:19]=1[CH3:13])#[N:8], predict the reactants needed to synthesize it. The reactants are: C[Si](C)(C)[O-:3].[K+].[C:7]([C:9]1[C:10]([N:21]2[CH2:24][C:23]([C:26]([O:28]C)=[O:27])([CH3:25])[CH2:22]2)=[N:11][C:12](C)=[C:13]([CH:19]=1)C(OCC)=O)#[N:8].Cl.[CH2:31]1[CH2:35][O:34][CH2:33][CH2:32]1.